This data is from Peptide-MHC class I binding affinity with 185,985 pairs from IEDB/IMGT. The task is: Regression. Given a peptide amino acid sequence and an MHC pseudo amino acid sequence, predict their binding affinity value. This is MHC class I binding data. The peptide sequence is AIAACAMLLV. The MHC is HLA-A68:02 with pseudo-sequence HLA-A68:02. The binding affinity (normalized) is 0.329.